This data is from CYP2C9 inhibition data for predicting drug metabolism from PubChem BioAssay. The task is: Regression/Classification. Given a drug SMILES string, predict its absorption, distribution, metabolism, or excretion properties. Task type varies by dataset: regression for continuous measurements (e.g., permeability, clearance, half-life) or binary classification for categorical outcomes (e.g., BBB penetration, CYP inhibition). Dataset: cyp2c9_veith. (1) The result is 1 (inhibitor). The compound is O=C1C(Cc2ccccc2)SC(=Nc2ccccc2)N1c1ccccc1. (2) The compound is COc1ccc(-c2nc3cnc(N4CCN(C)CC4)nc3n(Cc3cccs3)c2=O)cc1. The result is 0 (non-inhibitor). (3) The molecule is COC(=O)[C@@]1(Cc2ccccc2)[C@H]2c3cc(C(=O)N(C)C)n(CCO)c3C[C@H]2CN1C(=O)c1ccccc1. The result is 1 (inhibitor). (4) The drug is COCC(=O)N1CCC2(CC1)CCN(C(=O)Nc1cccc(C#N)c1)CC2. The result is 0 (non-inhibitor). (5) The molecule is CN(C)CCCNc1c2c(nc3ccc(Cl)cc13)CCCC2. The result is 0 (non-inhibitor). (6) The drug is Cc1c(NC(=O)CSc2nnc3c4ccccc4n(CCc4ccccc4)c3n2)c(=O)n(-c2ccccc2)n1C. The result is 1 (inhibitor). (7) The compound is CCS(=O)(=O)N1CCC(C(=O)NCCc2ccccc2)CC1. The result is 0 (non-inhibitor).